Task: Predict the reactants needed to synthesize the given product.. Dataset: Full USPTO retrosynthesis dataset with 1.9M reactions from patents (1976-2016) (1) Given the product [C:9]1([N:6]2[CH2:5][CH2:4][CH2:3][CH2:2][C:1]2=[O:7])[CH:14]=[CH:13][CH:12]=[CH:11][CH:10]=1, predict the reactants needed to synthesize it. The reactants are: [C:1]1(=[O:7])[NH:6][CH2:5][CH2:4][CH2:3][CH2:2]1.Br[C:9]1[CH:14]=[CH:13][CH:12]=[CH:11][CH:10]=1.C(=O)([O-])[O-].[Cs+].[Cs+].CC1(C)C2C(=C(P(C3C=CC=CC=3)C3C=CC=CC=3)C=CC=2)OC2C(P(C3C=CC=CC=3)C3C=CC=CC=3)=CC=CC1=2. (2) Given the product [C:12]([C@@H:14]([NH:23][C:24](=[O:30])[O:25][C:26]([CH3:28])([CH3:27])[CH3:29])[CH2:15][C:16]1[CH:21]=[CH:20][C:19]([C:5]2[CH:6]=[CH:7][CH:8]=[C:3]([C:1]#[N:2])[CH:4]=2)=[CH:18][CH:17]=1)#[N:13], predict the reactants needed to synthesize it. The reactants are: [C:1]([C:3]1[CH:4]=[C:5](B(O)O)[CH:6]=[CH:7][CH:8]=1)#[N:2].[C:12]([C@@H:14]([NH:23][C:24](=[O:30])[O:25][C:26]([CH3:29])([CH3:28])[CH3:27])[CH2:15][C:16]1[CH:21]=[CH:20][C:19](I)=[CH:18][CH:17]=1)#[N:13].C(=O)([O-])[O-].[K+].[K+].